From a dataset of Catalyst prediction with 721,799 reactions and 888 catalyst types from USPTO. Predict which catalyst facilitates the given reaction. Reactant: [C:1]1([SH:7])[CH:6]=[CH:5][CH:4]=[CH:3][CH:2]=1.C(N(CC)CC)C.[CH2:15]([C:19]1([CH:28]2[CH2:32][CH2:31][CH2:30][CH2:29]2)[O:24][C:23](=[O:25])[CH:22](Cl)[C:21](=[O:27])[CH2:20]1)[CH2:16][C:17]#[CH:18]. Product: [CH2:15]([C:19]1([CH:28]2[CH2:32][CH2:31][CH2:30][CH2:29]2)[O:24][C:23](=[O:25])[CH:22]([S:7][C:1]2[CH:6]=[CH:5][CH:4]=[CH:3][CH:2]=2)[C:21](=[O:27])[CH2:20]1)[CH2:16][C:17]#[CH:18]. The catalyst class is: 3.